From a dataset of Peptide-MHC class I binding affinity with 185,985 pairs from IEDB/IMGT. Regression. Given a peptide amino acid sequence and an MHC pseudo amino acid sequence, predict their binding affinity value. This is MHC class I binding data. The peptide sequence is AEILSGRVI. The MHC is HLA-B48:01 with pseudo-sequence HLA-B48:01. The binding affinity (normalized) is 0.0847.